This data is from NCI-60 drug combinations with 297,098 pairs across 59 cell lines. The task is: Regression. Given two drug SMILES strings and cell line genomic features, predict the synergy score measuring deviation from expected non-interaction effect. (1) Drug 1: C1CCC(C1)C(CC#N)N2C=C(C=N2)C3=C4C=CNC4=NC=N3. Drug 2: C1=CC(=CC=C1CCC2=CNC3=C2C(=O)NC(=N3)N)C(=O)NC(CCC(=O)O)C(=O)O. Cell line: SF-295. Synergy scores: CSS=23.6, Synergy_ZIP=-2.84, Synergy_Bliss=-5.51, Synergy_Loewe=-21.7, Synergy_HSA=-4.74. (2) Drug 1: C1=C(C(=O)NC(=O)N1)F. Drug 2: CCCCC(=O)OCC(=O)C1(CC(C2=C(C1)C(=C3C(=C2O)C(=O)C4=C(C3=O)C=CC=C4OC)O)OC5CC(C(C(O5)C)O)NC(=O)C(F)(F)F)O. Cell line: M14. Synergy scores: CSS=42.1, Synergy_ZIP=5.48, Synergy_Bliss=4.66, Synergy_Loewe=6.56, Synergy_HSA=6.45. (3) Drug 1: C1=CC=C(C(=C1)C(C2=CC=C(C=C2)Cl)C(Cl)Cl)Cl. Drug 2: CC(C)CN1C=NC2=C1C3=CC=CC=C3N=C2N. Cell line: RPMI-8226. Synergy scores: CSS=4.59, Synergy_ZIP=-0.567, Synergy_Bliss=-0.757, Synergy_Loewe=1.32, Synergy_HSA=-0.276. (4) Drug 1: CN1CCC(CC1)COC2=C(C=C3C(=C2)N=CN=C3NC4=C(C=C(C=C4)Br)F)OC. Drug 2: CCCCC(=O)OCC(=O)C1(CC(C2=C(C1)C(=C3C(=C2O)C(=O)C4=C(C3=O)C=CC=C4OC)O)OC5CC(C(C(O5)C)O)NC(=O)C(F)(F)F)O. Cell line: MDA-MB-435. Synergy scores: CSS=7.08, Synergy_ZIP=2.36, Synergy_Bliss=9.54, Synergy_Loewe=6.72, Synergy_HSA=6.59.